From a dataset of HIV replication inhibition screening data with 41,000+ compounds from the AIDS Antiviral Screen. Binary Classification. Given a drug SMILES string, predict its activity (active/inactive) in a high-throughput screening assay against a specified biological target. The compound is CSc1ncnc2c1ncn2CCC(=O)O. The result is 0 (inactive).